This data is from CYP2C9 inhibition data for predicting drug metabolism from PubChem BioAssay. The task is: Regression/Classification. Given a drug SMILES string, predict its absorption, distribution, metabolism, or excretion properties. Task type varies by dataset: regression for continuous measurements (e.g., permeability, clearance, half-life) or binary classification for categorical outcomes (e.g., BBB penetration, CYP inhibition). Dataset: cyp2c9_veith. (1) The molecule is O=c1ccc(Oc2nc(N3CCOCC3)nc(N3CCOCC3)n2)n[nH]1. The result is 0 (non-inhibitor). (2) The drug is O=C(O)c1ccc(OCc2ccccc2)c(Cl)c1. The result is 0 (non-inhibitor).